Dataset: Forward reaction prediction with 1.9M reactions from USPTO patents (1976-2016). Task: Predict the product of the given reaction. Given the reactants [OH:1][C:2]1[N:3]=[C:4]2[CH:16]=[C:15]([CH2:17][CH2:18][C:19]3[S:20][CH:21]=[C:22]([CH:24]([CH3:26])[CH3:25])[N:23]=3)[CH:14]=[CH:13][N:5]2[C:6](=[O:12])[C:7]=1/[CH:8]=[CH:9]/[C:10]#[N:11].CN(C)C=O.C(N(C(C)C)CC)(C)C.I[CH2:42][CH:43]1[CH2:47][CH2:46][O:45][CH2:44]1, predict the reaction product. The product is: [CH:24]([C:22]1[N:23]=[C:19]([CH2:18][CH2:17][C:15]2[CH:14]=[CH:13][N:5]3[C:6](=[O:12])[C:7](/[CH:8]=[CH:9]/[C:10]#[N:11])=[C:2]([O:1][CH2:42][CH:43]4[CH2:47][CH2:46][O:45][CH2:44]4)[N:3]=[C:4]3[CH:16]=2)[S:20][CH:21]=1)([CH3:26])[CH3:25].